This data is from Forward reaction prediction with 1.9M reactions from USPTO patents (1976-2016). The task is: Predict the product of the given reaction. (1) The product is: [CH3:31][O:30][C:24]1[CH:25]=[CH:26][C:27]([CH3:29])=[CH:28][C:23]=1[NH:22][C:20](=[O:21])[NH:19][C:16]1[CH:17]=[CH:18][C:13]([C@H:10]2[CH2:11][CH2:12][C@H:7]([C:5]([OH:6])=[O:4])[CH2:8][CH2:9]2)=[CH:14][CH:15]=1. Given the reactants C([O:4][C:5]([C@H:7]1[CH2:12][CH2:11][C@H:10]([C:13]2[CH:18]=[CH:17][C:16]([NH:19][C:20]([NH:22][C:23]3[CH:28]=[C:27]([CH3:29])[CH:26]=[CH:25][C:24]=3[O:30][CH3:31])=[O:21])=[CH:15][CH:14]=2)[CH2:9][CH2:8]1)=[O:6])(C)C.[OH-].[Na+], predict the reaction product. (2) Given the reactants C(N1C=CN=C1)(N1C=CN=C1)=O.[C:13]([OH:24])(=O)[C:14]1[CH:22]=[CH:21][C:20]2[O:19][CH2:18][O:17][C:16]=2[CH:15]=1.[Br:25][C:26]1[C:27]([CH3:43])=[N:28][O:29][C:30]=1[NH:31][S:32]([C:35]1[CH:39]=[CH:38][S:37][C:36]=1[C:40]([NH2:42])=[O:41])(=[O:34])=[O:33].[H-].[Na+], predict the reaction product. The product is: [Br:25][C:26]1[C:27]([CH3:43])=[N:28][O:29][C:30]=1[NH:31][S:32]([C:35]1[CH:39]=[CH:38][S:37][C:36]=1[C:40]([NH:42][C:13](=[O:24])[C:14]1[CH:22]=[CH:21][C:20]2[O:19][CH2:18][O:17][C:16]=2[CH:15]=1)=[O:41])(=[O:34])=[O:33].